This data is from Tox21: 12 toxicity assays (nuclear receptors and stress response pathways). The task is: Binary classification across 12 toxicity assays. (1) The molecule is CCCCCCCCCCCCCC[N+](C)(C)C. It tested positive (active) for: SR-ARE (Antioxidant Response Element (oxidative stress)), and SR-MMP (Mitochondrial Membrane Potential disruption). (2) The drug is Cc1c(C(=O)NN2CCCCC2)nn(-c2ccc(Cl)cc2Cl)c1-c1ccc(Cl)cc1. It tested positive (active) for: SR-MMP (Mitochondrial Membrane Potential disruption). (3) The molecule is O=C(Nc1ccc(Cl)cc1)Nc1ccc(Cl)c(Cl)c1. It tested positive (active) for: NR-AhR (Aryl hydrocarbon Receptor agonist activity), SR-ARE (Antioxidant Response Element (oxidative stress)), SR-MMP (Mitochondrial Membrane Potential disruption), and SR-p53 (p53 tumor suppressor activation).